This data is from Reaction yield outcomes from USPTO patents with 853,638 reactions. The task is: Predict the reaction yield, written as a fraction of the theoretical maximum amount of product (1.0 means a 100% yield; for example, 0.34 means a 34% yield). (1) The reactants are Br[C:2]1[CH:3]=[CH:4][C:5]([O:8][C:9]2[CH:14]=[CH:13][CH:12]=[CH:11][C:10]=2[F:15])=[N:6][CH:7]=1.[O:16]1CCC[CH2:17]1.C([Li])CCC.CN(C)C=O. The yield is 0.530. The product is [F:15][C:10]1[CH:11]=[CH:12][CH:13]=[CH:14][C:9]=1[O:8][C:5]1[N:6]=[CH:7][C:2]([CH:17]=[O:16])=[CH:3][CH:4]=1. The catalyst is O. (2) The reactants are COC1C=C(OC)C=CC=1C[N:6]([C:30]1[CH:35]=[CH:34][N:33]=[CH:32][N:31]=1)[S:7]([C:10]1[CH:15]=[C:14]([F:16])[C:13]([O:17][C@H:18]2[CH2:23][CH2:22][CH2:21][CH2:20][C@@H:19]2[N:24]2[CH:28]=[CH:27][N:26]=[CH:25]2)=[CH:12][C:11]=1[F:29])(=[O:9])=[O:8].C([SiH](CC)CC)C.FC(F)(F)C(O)=O. The catalyst is ClCCl. The product is [F:29][C:11]1[CH:12]=[C:13]([O:17][C@H:18]2[CH2:23][CH2:22][CH2:21][CH2:20][C@H:19]2[N:24]2[CH:28]=[CH:27][N:26]=[CH:25]2)[C:14]([F:16])=[CH:15][C:10]=1[S:7]([NH:6][C:30]1[CH:35]=[CH:34][N:33]=[CH:32][N:31]=1)(=[O:8])=[O:9]. The yield is 0.940. (3) The reactants are CCCCC.C([Li])(C)(C)C.O1CCCC1.Br[C:17]1[CH:22]=[CH:21][C:20]([C:23]2[N:28]=[C:27]([C:29]3[CH:34]=[CH:33][C:32]([C:35]([CH3:38])([CH3:37])[CH3:36])=[CH:31][CH:30]=3)[N:26]=[C:25]([C:39]3[CH:44]=[CH:43][C:42]([C:45]([CH3:48])([CH3:47])[CH3:46])=[CH:41][CH:40]=3)[N:24]=2)=[CH:19][CH:18]=1.Br[C:50]1[CH:55]=[CH:54][C:53]([C:56]2[CH:61]=[CH:60][CH:59]=[CH:58][CH:57]=2)=[CH:52][N:51]=1. The catalyst is C1C=CC([P]([Pd]([P](C2C=CC=CC=2)(C2C=CC=CC=2)C2C=CC=CC=2)([P](C2C=CC=CC=2)(C2C=CC=CC=2)C2C=CC=CC=2)[P](C2C=CC=CC=2)(C2C=CC=CC=2)C2C=CC=CC=2)(C2C=CC=CC=2)C2C=CC=CC=2)=CC=1. The product is [C:35]([C:32]1[CH:31]=[CH:30][C:29]([C:27]2[N:26]=[C:25]([C:39]3[CH:44]=[CH:43][C:42]([C:45]([CH3:47])([CH3:48])[CH3:46])=[CH:41][CH:40]=3)[N:24]=[C:23]([C:20]3[CH:19]=[CH:18][C:17]([C:50]4[CH:55]=[CH:54][C:53]([C:56]5[CH:61]=[CH:60][CH:59]=[CH:58][CH:57]=5)=[CH:52][N:51]=4)=[CH:22][CH:21]=3)[N:28]=2)=[CH:34][CH:33]=1)([CH3:36])([CH3:37])[CH3:38]. The yield is 0.910. (4) The reactants are [CH3:1][O:2][C:3](=[O:45])[NH:4][C@H:5]([C:10]([NH:12][N:13]([CH2:37][C:38]1[CH:43]=[CH:42][CH:41]=[C:40](Br)[CH:39]=1)[CH2:14][C@:15]([OH:36])([C:23](=[O:35])[NH:24][C@H:25]1[C:33]2[C:28](=[CH:29][CH:30]=[CH:31][CH:32]=2)[CH2:27][C@H:26]1[OH:34])[CH2:16][C:17]1[CH:22]=[CH:21][CH:20]=[CH:19][CH:18]=1)=[O:11])[C:6]([CH3:9])([CH3:8])[CH3:7].[C:46]1([C:52]#[CH:53])[CH:51]=[CH:50][CH:49]=[CH:48][CH:47]=1.N(CC)CC.CN(C=O)C. The catalyst is C(O)=O.Cl[Pd](Cl)([P](C1C=CC=CC=1)(C1C=CC=CC=1)C1C=CC=CC=1)[P](C1C=CC=CC=1)(C1C=CC=CC=1)C1C=CC=CC=1.[Cu]I.CC#N. The product is [CH3:1][O:2][C:3](=[O:45])[NH:4][C@H:5]([C:10]([NH:12][N:13]([CH2:14][C@:15]([OH:36])([C:23](=[O:35])[NH:24][C@H:25]1[C:33]2[C:28](=[CH:29][CH:30]=[CH:31][CH:32]=2)[CH2:27][C@H:26]1[OH:34])[CH2:16][C:17]1[CH:22]=[CH:21][CH:20]=[CH:19][CH:18]=1)[CH2:37][C:38]1[CH:43]=[CH:42][CH:41]=[C:40]([C:53]#[C:52][C:46]2[CH:51]=[CH:50][CH:49]=[CH:48][CH:47]=2)[CH:39]=1)=[O:11])[C:6]([CH3:9])([CH3:8])[CH3:7]. The yield is 0.270. (5) The reactants are [Cl:1][C:2]1[N:10]=[C:9]2[C:5]([NH:6][CH:7]=[N:8]2)=[C:4](Cl)[N:3]=1.O.C1(C)C=CC(S(O)(=O)=O)=CC=1.[O:24]1[CH:29]=[CH:28][CH2:27][CH2:26][CH2:25]1.O.[NH3:31]. The catalyst is C(OCC)(=O)C.C(O)(C)C. The product is [Cl:1][C:2]1[N:10]=[C:9]2[C:5]([N:6]=[CH:7][N:8]2[CH:29]2[CH2:28][CH2:27][CH2:26][CH2:25][O:24]2)=[C:4]([NH2:31])[N:3]=1. The yield is 0.930. (6) The reactants are C(OC([NH:11][CH:12]1[N:18]=[C:17]([C:19]2[CH:24]=[CH:23][CH:22]=[CH:21][CH:20]=2)[C:16]2[CH:25]=[CH:26][CH:27]=[CH:28][C:15]=2[N:14]([CH2:29][CH2:30][CH2:31][C:32]([F:35])([F:34])[F:33])[C:13]1=[O:36])=O)C1C=CC=CC=1. The catalyst is C(Cl)Cl. The product is [NH2:11][CH:12]1[N:18]=[C:17]([C:19]2[CH:20]=[CH:21][CH:22]=[CH:23][CH:24]=2)[C:16]2[CH:25]=[CH:26][CH:27]=[CH:28][C:15]=2[N:14]([CH2:29][CH2:30][CH2:31][C:32]([F:34])([F:33])[F:35])[C:13]1=[O:36]. The yield is 1.00. (7) The reactants are [CH:1]([C:4]1[CH:9]=[CH:8][C:7]([CH:10]2[C:14]3[C:15]([CH3:30])=[C:16]([NH:21][C:22](=[O:29])OCC(Cl)(Cl)Cl)[C:17]([CH3:20])=[C:18]([CH3:19])[C:13]=3[O:12][CH2:11]2)=[CH:6][CH:5]=1)([CH3:3])[CH3:2].[CH3:31][N:32]([CH3:36])[CH2:33][CH2:34][NH2:35]. The catalyst is CCCCCC.C(OCC)(=O)C. The product is [CH3:31][N:32]([CH3:36])[CH2:33][CH2:34][NH:35][C:22]([NH:21][C:16]1[C:17]([CH3:20])=[C:18]([CH3:19])[C:13]2[O:12][CH2:11][CH:10]([C:7]3[CH:6]=[CH:5][C:4]([CH:1]([CH3:2])[CH3:3])=[CH:9][CH:8]=3)[C:14]=2[C:15]=1[CH3:30])=[O:29]. The yield is 0.540. (8) The reactants are [CH3:1][C:2]1[N:3]=[CH:4][CH:5]=[C:6]2[C:11]=1[C:10](=[O:12])[N:9]([CH3:13])[C:8]1[CH:14]=[C:15]([O:20][CH2:21][C@@H:22]([NH:27][C:28](=[O:34])[O:29][C:30]([CH3:33])([CH3:32])[CH3:31])[CH2:23][CH:24]([CH3:26])[CH3:25])[C:16]([CH:18]=[CH2:19])=[CH:17][C:7]2=1.[H][H]. The catalyst is CO.[Pd]. The product is [CH2:18]([C:16]1[C:15]([O:20][CH2:21][C@@H:22]([NH:27][C:28](=[O:34])[O:29][C:30]([CH3:31])([CH3:32])[CH3:33])[CH2:23][CH:24]([CH3:26])[CH3:25])=[CH:14][C:8]2[N:9]([CH3:13])[C:10](=[O:12])[C:11]3[C:6]([C:7]=2[CH:17]=1)=[CH:5][CH:4]=[N:3][C:2]=3[CH3:1])[CH3:19]. The yield is 0.540.